This data is from Forward reaction prediction with 1.9M reactions from USPTO patents (1976-2016). The task is: Predict the product of the given reaction. (1) Given the reactants [N:1]1([CH2:7][C:8]2[CH:13]=[CH:12][C:11]([NH:14][C:15]([C:17]3[C:21]([NH2:22])=[CH:20][NH:19][N:18]=3)=[O:16])=[CH:10][CH:9]=2)[CH2:6][CH2:5][O:4][CH2:3][CH2:2]1.Cl[C:24]1[C:29]2[CH:30]=[CH:31][S:32][C:28]=2[CH:27]=[CH:26][N:25]=1, predict the reaction product. The product is: [S:32]1[C:28]2[CH:27]=[CH:26][N:25]=[C:24]([NH:22][C:21]3[C:17]([C:15]([NH:14][C:11]4[CH:12]=[CH:13][C:8]([CH2:7][N:1]5[CH2:6][CH2:5][O:4][CH2:3][CH2:2]5)=[CH:9][CH:10]=4)=[O:16])=[N:18][NH:19][CH:20]=3)[C:29]=2[CH:30]=[CH:31]1. (2) Given the reactants [CH2:1]([N:8]1[C:16]2[C:15](Cl)=[N:14][CH:13]=[N:12][C:11]=2[C:10]([C:18]([NH:20][C:21]2[C:26]([Cl:27])=[C:25]([O:28][CH3:29])[C:24]([Br:30])=[C:23]([O:31][CH3:32])[C:22]=2[Cl:33])=[O:19])=[CH:9]1)[C:2]1[CH:7]=[CH:6][CH:5]=[CH:4][CH:3]=1.CO.[NH3:36], predict the reaction product. The product is: [NH2:36][C:15]1[C:16]2[N:8]([CH2:1][C:2]3[CH:3]=[CH:4][CH:5]=[CH:6][CH:7]=3)[CH:9]=[C:10]([C:18]([NH:20][C:21]3[C:22]([Cl:33])=[C:23]([O:31][CH3:32])[C:24]([Br:30])=[C:25]([O:28][CH3:29])[C:26]=3[Cl:27])=[O:19])[C:11]=2[N:12]=[CH:13][N:14]=1. (3) Given the reactants [CH3:1][C:2]1([CH3:15])[O:6][C:5](=[O:7])[O:4]/[C:3]/1=[CH:8]\[CH2:9][CH2:10][O:11][C:12](=[O:14])[CH3:13].[C:16](OCC)(=O)C=C.COC1C=CC(O)=CC=1, predict the reaction product. The product is: [CH3:1][C:2]1([CH3:15])[O:6][C:5](=[O:7])[O:4]/[C:3]/1=[CH:8]\[CH2:9][CH2:10][O:11][C:12](=[O:14])[CH:13]=[CH2:16]. (4) Given the reactants [Br:1][C:2]1[CH:7]=[CH:6][C:5]([OH:8])=[CH:4][CH:3]=1.Br[CH2:10][C:11]([C:13]1[CH:18]=[CH:17][C:16]([Cl:19])=[CH:15][C:14]=1[Cl:20])=[O:12].C(=O)([O-])[O-].[K+].[K+].O, predict the reaction product. The product is: [Br:1][C:2]1[CH:7]=[CH:6][C:5]([O:8][CH2:10][C:11]([C:13]2[CH:18]=[CH:17][C:16]([Cl:19])=[CH:15][C:14]=2[Cl:20])=[O:12])=[CH:4][CH:3]=1. (5) Given the reactants [ClH:1].[Cl:2][CH2:3][C:4]1[C:5]([NH:16][CH2:17][CH3:18])=[N:6][C:7]2[C:12]([CH:13]=1)=[CH:11][C:10]([O:14][CH3:15])=[CH:9][CH:8]=2.[CH:19]([C:22]1[C:31]2[C:26](=[CH:27][C:28]([O:34][CH3:35])=[C:29]([O:32][CH3:33])[CH:30]=2)[CH:25]=[C:24]([OH:36])[N:23]=1)([CH3:21])[CH3:20].[Li+].[OH-], predict the reaction product. The product is: [ClH:2].[ClH:1].[CH2:17]([NH:16][C:5]1[C:4]([CH2:3][C:25]2[C:26]3[C:31](=[CH:30][C:29]([O:32][CH3:33])=[C:28]([O:34][CH3:35])[CH:27]=3)[C:22]([CH:19]([CH3:20])[CH3:21])=[N:23][C:24]=2[OH:36])=[CH:13][C:12]2[C:7](=[CH:8][CH:9]=[C:10]([O:14][CH3:15])[CH:11]=2)[N:6]=1)[CH3:18]. (6) Given the reactants CC1C=C(C)C=C(C)C=1S([O-])(=O)=O.[NH2:14][N+:15]1[CH:20]=[C:19]([CH2:21][OH:22])[CH:18]=[CH:17][C:16]=1[O:23][CH3:24].[CH2:25]([O:32][C:33](=[O:39])[C:34]#[C:35][CH:36]([CH3:38])[CH3:37])[C:26]1[CH:31]=[CH:30][CH:29]=[CH:28][CH:27]=1.C(=O)([O-])[O-].[K+].[K+].O, predict the reaction product. The product is: [CH2:25]([O:32][C:33]([C:34]1[C:35]([CH:36]([CH3:38])[CH3:37])=[N:14][N:15]2[C:16]([O:23][CH3:24])=[CH:17][CH:18]=[C:19]([CH2:21][OH:22])[C:20]=12)=[O:39])[C:26]1[CH:31]=[CH:30][CH:29]=[CH:28][CH:27]=1.